From a dataset of Reaction yield outcomes from USPTO patents with 853,638 reactions. Predict the reaction yield, written as a fraction of the theoretical maximum amount of product (1.0 means a 100% yield; for example, 0.34 means a 34% yield). The reactants are [Cl:1][C:2]1[C:11](F)=[CH:10][C:9]([C:13]2[CH:14]=[N:15][N:16]([CH3:18])[CH:17]=2)=[CH:8][C:3]=1[C:4]([O:6]C)=[O:5].[CH3:19][C:20](C)([O-:22])[CH3:21].[K+]. The catalyst is CC(O)C. The product is [Cl:1][C:2]1[C:11]([O:22][CH:20]([CH3:21])[CH3:19])=[CH:10][C:9]([C:13]2[CH:14]=[N:15][N:16]([CH3:18])[CH:17]=2)=[CH:8][C:3]=1[C:4]([OH:6])=[O:5]. The yield is 0.450.